Dataset: Catalyst prediction with 721,799 reactions and 888 catalyst types from USPTO. Task: Predict which catalyst facilitates the given reaction. (1) Reactant: [NH2:1][C:2]1[N:7]=[CH:6][C:5]([C:8]#[C:9]C(C)(O)C)=[CH:4][CH:3]=1.[OH-].[Na+]. Product: [C:8]([C:5]1[CH:4]=[CH:3][C:2]([NH2:1])=[N:7][CH:6]=1)#[CH:9]. The catalyst class is: 11. (2) Reactant: C(N(CC)C(C)C)(C)C.[Cl:10][C:11]1[CH:12]=[C:13]([N:18]2[C:22]([C:23]3[CH:24]=[N:25][CH:26]=[C:27]([F:29])[CH:28]=3)=[CH:21][C:20]([C:30]([OH:32])=O)=[N:19]2)[CH:14]=[CH:15][C:16]=1[F:17].Cl.[NH:34]1[CH:38]=[CH:37][NH:36][C:35]1=O.C1CN([P+]([O:56]N2N=NC3C=CC=CC2=3)(N2CCCC2)N2CCCC2)CC1.F[P-](F)(F)(F)(F)F. Product: [Cl:10][C:11]1[CH:12]=[C:13]([N:18]2[C:22]([C:23]3[CH:24]=[N:25][CH:26]=[C:27]([F:29])[CH:28]=3)=[CH:21][C:20]([C:30]([N:34]3[CH2:38][C:37](=[O:56])[NH:36][CH2:35]3)=[O:32])=[N:19]2)[CH:14]=[CH:15][C:16]=1[F:17]. The catalyst class is: 1. (3) Reactant: [Br:1][C:2]1[CH:12]=[CH:11][C:10]([S:13](Cl)(=[O:15])=[O:14])=[CH:9][C:3]=1[C:4]([O:6][CH2:7][CH3:8])=[O:5].[NH2:17][C:18]1[N:19]=[CH:20][C:21]2[C:26]([C:27]=1[CH:28]1[CH2:30][CH2:29]1)=[CH:25][CH:24]=[CH:23][CH:22]=2.C(OCC)(=O)C.C(O)(=O)CC(CC(O)=O)(C(O)=O)O. Product: [Br:1][C:2]1[CH:12]=[CH:11][C:10]([S:13]([NH:17][C:18]2[N:19]=[CH:20][C:21]3[C:26]([C:27]=2[CH:28]2[CH2:30][CH2:29]2)=[CH:25][CH:24]=[CH:23][CH:22]=3)(=[O:15])=[O:14])=[CH:9][C:3]=1[C:4]([O:6][CH2:7][CH3:8])=[O:5]. The catalyst class is: 17. (4) Reactant: [NH2:1][C:2]1[C:22]([F:23])=[CH:21][C:20]([F:24])=[CH:19][C:3]=1[CH2:4][NH:5]/[C:6](/[CH3:18])=[CH:7]\[C:8]([C:10]1[CH:15]=[CH:14][C:13]([Br:16])=[CH:12][C:11]=1F)=[O:9].C(=O)([O-])[O-].[K+].[K+].C(OCC)(=O)C.O. Product: [NH2:1][C:2]1[C:22]([F:23])=[CH:21][C:20]([F:24])=[CH:19][C:3]=1[CH2:4][N:5]1[C:15]2[C:10](=[CH:11][CH:12]=[C:13]([Br:16])[CH:14]=2)[C:8](=[O:9])[CH:7]=[C:6]1[CH3:18]. The catalyst class is: 16. (5) Reactant: [CH3:1][C:2]1[N:7]=[C:6]([C:8]([OH:10])=O)[C:5]([O:11][CH2:12][CH:13]([CH3:15])[CH3:14])=[CH:4][CH:3]=1.CN(C(ON1N=NC2C=CC=CC1=2)=[N+](C)C)C.[B-](F)(F)(F)F.CCN(C(C)C)C(C)C.[CH3:47][C:48]1[CH:53]=[CH:52][N:51]2[CH:54]=[C:55]([CH2:57][C@@H:58]3[CH2:63][CH2:62][CH2:61][CH2:60][NH:59]3)[N:56]=[C:50]2[C:49]=1[CH3:64]. Product: [CH3:47][C:48]1[CH:53]=[CH:52][N:51]2[CH:54]=[C:55]([CH2:57][C@@H:58]3[CH2:63][CH2:62][CH2:61][CH2:60][N:59]3[C:8]([C:6]3[C:5]([O:11][CH2:12][CH:13]([CH3:15])[CH3:14])=[CH:4][CH:3]=[C:2]([CH3:1])[N:7]=3)=[O:10])[N:56]=[C:50]2[C:49]=1[CH3:64]. The catalyst class is: 634. (6) Reactant: C(OC(=O)[NH:7][CH2:8][CH2:9][CH2:10][C:11](=[O:40])[NH:12][C:13]1[CH:14]=[C:15]2[C:20](=[CH:21][CH:22]=1)[N:19]=[CH:18][N:17]=[C:16]2[NH:23][C:24]1[CH:29]=[CH:28][C:27]([O:30][CH2:31][C:32]2[CH:37]=[CH:36][CH:35]=[C:34]([F:38])[CH:33]=2)=[C:26]([Cl:39])[CH:25]=1)(C)(C)C.FC(F)(F)C(O)=O.C(=O)(O)[O-].[Na+]. Product: [NH2:7][CH2:8][CH2:9][CH2:10][C:11]([NH:12][C:13]1[CH:14]=[C:15]2[C:20](=[CH:21][CH:22]=1)[N:19]=[CH:18][N:17]=[C:16]2[NH:23][C:24]1[CH:29]=[CH:28][C:27]([O:30][CH2:31][C:32]2[CH:37]=[CH:36][CH:35]=[C:34]([F:38])[CH:33]=2)=[C:26]([Cl:39])[CH:25]=1)=[O:40]. The catalyst class is: 2. (7) Reactant: [Cl:1][C:2]1[N:10]=[C:9]2[C:5]([N:6]=[CH:7][N:8]2[CH:11]2[CH2:16][CH2:15][CH2:14][CH2:13][O:12]2)=[C:4]([N:17]2[CH2:22][CH2:21][O:20][CH2:19][CH2:18]2)[N:3]=1.CN(CCN(C)C)C.C([Li])CCC.CN([CH:39]=[O:40])C. Product: [Cl:1][C:2]1[N:10]=[C:9]2[C:5]([N:6]=[C:7]([CH:39]=[O:40])[N:8]2[CH:11]2[CH2:16][CH2:15][CH2:14][CH2:13][O:12]2)=[C:4]([N:17]2[CH2:22][CH2:21][O:20][CH2:19][CH2:18]2)[N:3]=1. The catalyst class is: 1. (8) Reactant: [CH2:1]([O:3][C:4](=[O:30])[C:5]([O:27][CH2:28][CH3:29])=[CH:6][C:7]1[CH:12]=[CH:11][C:10]([O:13][CH2:14][CH2:15][C:16]2[CH:21]=[CH:20][C:19]([O:22][S:23]([CH3:26])(=[O:25])=[O:24])=[CH:18][CH:17]=2)=[CH:9][CH:8]=1)[CH3:2]. Product: [CH2:1]([O:3][C:4](=[O:30])[CH:5]([O:27][CH2:28][CH3:29])[CH2:6][C:7]1[CH:8]=[CH:9][C:10]([O:13][CH2:14][CH2:15][C:16]2[CH:21]=[CH:20][C:19]([O:22][S:23]([CH3:26])(=[O:25])=[O:24])=[CH:18][CH:17]=2)=[CH:11][CH:12]=1)[CH3:2]. The catalyst class is: 78. (9) Reactant: [H-].[Al+3].[Li+].[H-].[H-].[H-].C([O:9][C:10](=O)[CH2:11][C:12]1[C:13]([CH2:19][CH3:20])=[N:14][NH:15][C:16]=1[CH2:17][CH3:18])C.O. Product: [CH2:17]([C:16]1[C:12]([CH2:11][CH2:10][OH:9])=[C:13]([CH2:19][CH3:20])[NH:14][N:15]=1)[CH3:18]. The catalyst class is: 7.